From a dataset of TCR-epitope binding with 47,182 pairs between 192 epitopes and 23,139 TCRs. Binary Classification. Given a T-cell receptor sequence (or CDR3 region) and an epitope sequence, predict whether binding occurs between them. (1) The epitope is CINGVCWTV. The TCR CDR3 sequence is CASSPGTANTGELFF. Result: 0 (the TCR does not bind to the epitope). (2) The epitope is KRWIILGLNK. The TCR CDR3 sequence is CASSPGQLGNTIYF. Result: 1 (the TCR binds to the epitope). (3) The epitope is FPRPWLHGL. The TCR CDR3 sequence is CPPSPQHEMSSYNEQFF. Result: 0 (the TCR does not bind to the epitope). (4) The epitope is PKYVKQNTLKLAT. The TCR CDR3 sequence is CASSSPSLADNNEQFF. Result: 1 (the TCR binds to the epitope). (5) The epitope is YYRRATRRIR. The TCR CDR3 sequence is CASSLASGAQGEQFF. Result: 0 (the TCR does not bind to the epitope). (6) The epitope is FLKEKGGL. The TCR CDR3 sequence is CASDTASSYNSPLHF. Result: 0 (the TCR does not bind to the epitope). (7) The TCR CDR3 sequence is CASSLATGSYEQYF. The epitope is TSNQVAVLY. Result: 1 (the TCR binds to the epitope).